This data is from TCR-epitope binding with 47,182 pairs between 192 epitopes and 23,139 TCRs. The task is: Binary Classification. Given a T-cell receptor sequence (or CDR3 region) and an epitope sequence, predict whether binding occurs between them. The epitope is KPLEFGATSAAL. The TCR CDR3 sequence is CATRDSTNTEAFF. Result: 0 (the TCR does not bind to the epitope).